Task: Predict the product of the given reaction.. Dataset: Forward reaction prediction with 1.9M reactions from USPTO patents (1976-2016) (1) Given the reactants Br[C:2]1[CH:7]=[CH:6][C:5]([CH2:8][CH2:9][OH:10])=[CH:4][CH:3]=1.[NH:11]1[CH2:16][CH2:15][O:14][CH2:13][CH2:12]1.[Li+].C[Si]([N-][Si](C)(C)C)(C)C.Cl.C([O-])(O)=O.[Na+], predict the reaction product. The product is: [N:11]1([C:2]2[CH:7]=[CH:6][C:5]([CH2:8][CH2:9][OH:10])=[CH:4][CH:3]=2)[CH2:16][CH2:15][O:14][CH2:13][CH2:12]1. (2) Given the reactants S1C=CC=C1CNC(C1N=C2C([Cl:18])=CC(C3C=CC=CC=3)=CN2C=1Br)=O.C[O:28][C:29]([C:31]1[N:32]=[C:33]2[C:38]([Cl:39])=[CH:37][C:36]([C:40]3[CH:45]=[CH:44][CH:43]=[CH:42][CH:41]=3)=[CH:35][N:34]2[CH:46]=1)=[O:30].ClN1C(=O)CCC1=O, predict the reaction product. The product is: [Cl:18][C:46]1[N:34]2[CH:35]=[C:36]([C:40]3[CH:45]=[CH:44][CH:43]=[CH:42][CH:41]=3)[CH:37]=[C:38]([Cl:39])[C:33]2=[N:32][C:31]=1[C:29]([OH:28])=[O:30]. (3) Given the reactants B(F)(F)F.CCOCC.[CH2:10]([SH:14])[CH2:11][CH2:12][SH:13].[Cl:15][C:16]1[CH:17]=[C:18]([CH:21]=[CH:22][CH:23]=1)[CH:19]=O.CCOC(C)=O.CCCCCC, predict the reaction product. The product is: [Cl:15][C:16]1[CH:17]=[C:18]([CH:19]2[S:14][CH2:10][CH2:11][CH2:12][S:13]2)[CH:21]=[CH:22][CH:23]=1. (4) Given the reactants [CH3:1][C:2]1([CH3:30])[O:6][C@@H:5]([CH2:7][O:8][C:9]2[CH:14]=[C:13]([CH3:15])[C:12]([C:16]3[CH:21]=[CH:20][CH:19]=[C:18]([C:22](N(OC)C)=[O:23])[C:17]=3[CH3:28])=[C:11]([CH3:29])[CH:10]=2)[CH2:4][O:3]1.[H-].C([Al+]CC(C)C)C(C)C.C(C(C(C([O-])=O)O)O)([O-])=O.[Na+].[K+].C(OCC)(=O)C, predict the reaction product. The product is: [CH3:1][C:2]1([CH3:30])[O:6][C@@H:5]([CH2:7][O:8][C:9]2[CH:14]=[C:13]([CH3:15])[C:12]([C:16]3[CH:21]=[CH:20][CH:19]=[C:18]([CH:22]=[O:23])[C:17]=3[CH3:28])=[C:11]([CH3:29])[CH:10]=2)[CH2:4][O:3]1. (5) Given the reactants C(OC([N:8]([CH2:21][C@@H:22]1[C@@H:26]([C:27]2[CH:32]=[CH:31][CH:30]=[CH:29][CH:28]=2)[CH2:25][N:24]([C:33]([NH:35][C:36]2[CH:44]=[CH:43][C:39]([C:40]([OH:42])=[O:41])=[CH:38][C:37]=2[O:45][CH3:46])=[O:34])[CH2:23]1)[C@@H:9]([C:11]1[C:20]2[C:15](=[CH:16][CH:17]=[CH:18][CH:19]=2)[CH:14]=[CH:13][CH:12]=1)[CH3:10])=O)(C)(C)C.[ClH:47].O1CCOCC1, predict the reaction product. The product is: [ClH:47].[CH3:46][O:45][C:37]1[CH:38]=[C:39]([CH:43]=[CH:44][C:36]=1[NH:35][C:33]([N:24]1[CH2:25][C@H:26]([C:27]2[CH:32]=[CH:31][CH:30]=[CH:29][CH:28]=2)[C@@H:22]([CH2:21][NH:8][C@@H:9]([C:11]2[C:20]3[C:15](=[CH:16][CH:17]=[CH:18][CH:19]=3)[CH:14]=[CH:13][CH:12]=2)[CH3:10])[CH2:23]1)=[O:34])[C:40]([OH:42])=[O:41]. (6) Given the reactants [C:1]1([C:36]2[CH:41]=[CH:40][CH:39]=[CH:38][CH:37]=2)[CH:6]=[CH:5][C:4]([C:7]([NH:9][CH2:10][CH2:11][O:12][C:13]2[CH:18]=[CH:17][C:16]([CH2:19][CH:20]([O:26][C:27]3[CH:32]=[CH:31][C:30]([CH:33]([CH3:35])[CH3:34])=[CH:29][CH:28]=3)[C:21]([O:23]CC)=[O:22])=[CH:15][CH:14]=2)=[O:8])=[CH:3][CH:2]=1.[OH-].[Na+], predict the reaction product. The product is: [C:1]1([C:36]2[CH:41]=[CH:40][CH:39]=[CH:38][CH:37]=2)[CH:2]=[CH:3][C:4]([C:7]([NH:9][CH2:10][CH2:11][O:12][C:13]2[CH:18]=[CH:17][C:16]([CH2:19][CH:20]([O:26][C:27]3[CH:28]=[CH:29][C:30]([CH:33]([CH3:35])[CH3:34])=[CH:31][CH:32]=3)[C:21]([OH:23])=[O:22])=[CH:15][CH:14]=2)=[O:8])=[CH:5][CH:6]=1. (7) Given the reactants [CH2:1]1[C-:5]=[CH:4][CH:3]=[CH:2]1.[CH2:6]1[C-:10]=[CH:9][CH:8]=[CH:7]1.[Cl-:11].[Cl-].[Hf+4:13].O=O.C([Li])CCC.[C:21]1([C:27]#[C:28][C:29]2[CH:34]=[CH:33][CH:32]=[CH:31][CH:30]=2)[CH:26]=[CH:25][CH:24]=[CH:23][CH:22]=1.[Cl:35][P:36]([C:43]1[CH:48]=[CH:47][CH:46]=[CH:45][CH:44]=1)[C:37]1[CH:42]=[CH:41][CH:40]=[CH:39][CH:38]=1.Cl, predict the reaction product. The product is: [Cl-:35].[Hf+4:13].[CH:3]1([P:36]([CH:8]2[CH:7]=[CH:6][CH:10]=[CH:9]2)([C:28]([C:29]2[CH:30]=[CH:31][CH:32]=[CH:33][CH:34]=2)=[CH:27][C:21]2[CH:26]=[CH:25][CH:24]=[CH:23][CH:22]=2)([C:43]2[CH:44]=[CH:45][CH:46]=[CH:47][CH:48]=2)[C:37]2[CH:42]=[CH:41][CH:40]=[CH:39][CH:38]=2)[CH:2]=[CH:1][CH:5]=[CH:4]1.[Cl-:11].[Cl-:35].[Cl-:35]. (8) Given the reactants [OH:1][C@H:2]([CH2:35][OH:36])[CH2:3][NH:4][C:5]([C:7]1[NH:8][C:9]([C:12]2[CH:17]=[C:16]([O:18][C:19]3[CH:24]=[CH:23][C:22]([S:25]([CH3:28])(=[O:27])=[O:26])=[CH:21][CH:20]=3)[CH:15]=[C:14]([O:29][C@@H:30]([CH3:34])[CH2:31][O:32][CH3:33])[CH:13]=2)=[CH:10][CH:11]=1)=[O:6].[CH:37]([Si:40](Cl)([CH:44]([CH3:46])[CH3:45])[CH:41]([CH3:43])[CH3:42])([CH3:39])[CH3:38].C(N(CC)CC)C.O, predict the reaction product. The product is: [OH:1][C@H:2]([CH2:35][O:36][Si:40]([CH:44]([CH3:46])[CH3:45])([CH:41]([CH3:43])[CH3:42])[CH:37]([CH3:39])[CH3:38])[CH2:3][NH:4][C:5]([C:7]1[NH:8][C:9]([C:12]2[CH:17]=[C:16]([O:18][C:19]3[CH:20]=[CH:21][C:22]([S:25]([CH3:28])(=[O:26])=[O:27])=[CH:23][CH:24]=3)[CH:15]=[C:14]([O:29][C@@H:30]([CH3:34])[CH2:31][O:32][CH3:33])[CH:13]=2)=[CH:10][CH:11]=1)=[O:6]. (9) Given the reactants [Cl:1][C:2]1[C:3]([F:33])=[C:4]([CH:8]2[C:12]([C:15]3[CH:20]=[CH:19][C:18]([Cl:21])=[CH:17][C:16]=3[F:22])([C:13]#[N:14])[CH:11]([CH2:23][C:24]([CH3:27])([CH3:26])[CH3:25])[N:10]([CH:28]=[O:29])[CH:9]2[C:30](O)=[O:31])[CH:5]=[CH:6][CH:7]=1.[CH3:34][C:35]1([CH3:43])[O:39][C@@H:38]([CH2:40][CH2:41][NH2:42])[CH2:37][O:36]1.CN(C(ON1N=NC2C=CC=NC1=2)=[N+](C)C)C.F[P-](F)(F)(F)(F)F.CCN(C(C)C)C(C)C, predict the reaction product. The product is: [CH3:34][C:35]1([CH3:43])[O:39][C@@H:38]([CH2:40][CH2:41][NH:42][C:30]([CH:9]2[CH:8]([C:4]3[CH:5]=[CH:6][CH:7]=[C:2]([Cl:1])[C:3]=3[F:33])[C:12]([C:15]3[CH:20]=[CH:19][C:18]([Cl:21])=[CH:17][C:16]=3[F:22])([C:13]#[N:14])[CH:11]([CH2:23][C:24]([CH3:25])([CH3:26])[CH3:27])[N:10]2[CH:28]=[O:29])=[O:31])[CH2:37][O:36]1. (10) Given the reactants [Cl:1][C:2]1[N:10]=[CH:9][N:8]=[C:7]2[C:3]=1[NH:4][CH:5]=[N:6]2.[NH2:11][C:12]1[CH:17]=[CH:16][C:15]([S:18]([NH2:21])(=[O:20])=[O:19])=[CH:14][CH:13]=1, predict the reaction product. The product is: [ClH:1].[N:10]1[C:2]([NH:11][C:12]2[CH:17]=[CH:16][C:15]([S:18]([NH2:21])(=[O:19])=[O:20])=[CH:14][CH:13]=2)=[C:3]2[C:7]([N:6]=[CH:5][NH:4]2)=[N:8][CH:9]=1.